From a dataset of Forward reaction prediction with 1.9M reactions from USPTO patents (1976-2016). Predict the product of the given reaction. (1) Given the reactants [F:1][C:2]1[CH:3]=[C:4]([NH:30][C:31](=[O:43])CC(NC2C=CC(F)=CC=2)=O)[CH:5]=[CH:6][C:7]=1[O:8][C:9]1[C:14]2=[CH:15][C:16]([C:18]3[CH:23]=[CH:22][N:21]=[C:20]([N:24]4[CH2:29][CH2:28][O:27][CH2:26][CH2:25]4)[CH:19]=3)=[CH:17][N:13]2[N:12]=[CH:11][N:10]=1.[CH3:44][CH2:45][N:46](C(C)C)C(C)C.Cl.[F:93][C:90]1[CH:91]=[C:92](NC(=O)CC(N[C:87]2[CH:92]=[CH:91][C:90]([F:93])=[CH:89][CH:88]=2)=O)[CH:87]=[CH:88][C:89]=1OC1C2=C(C)C(OCCN3CCOCC3)=CN2N=CN=1.C1C[O:98]CC1, predict the reaction product. The product is: [F:1][C:2]1[CH:3]=[C:4]([NH:30][C:31]([NH:46][C:45](=[O:98])[CH2:44][C:87]2[CH:88]=[CH:89][C:90]([F:93])=[CH:91][CH:92]=2)=[O:43])[CH:5]=[CH:6][C:7]=1[O:8][C:9]1[C:14]2=[CH:15][C:16]([C:18]3[CH:23]=[CH:22][N:21]=[C:20]([N:24]4[CH2:29][CH2:28][O:27][CH2:26][CH2:25]4)[CH:19]=3)=[CH:17][N:13]2[N:12]=[CH:11][N:10]=1. (2) Given the reactants Br[C:2]1N=C(SC)C(=O)N(C(CC)CC)[CH:7]=1.Br[C:17]1[N:18]=[C:19]([N:29]2[C:37]3[C:32](=[CH:33][C:34]([Cl:39])=[CH:35][C:36]=3[Cl:38])[CH2:31][CH2:30]2)[C:20](=[O:28])[N:21]([CH:23]([CH2:26][CH3:27])[CH2:24][CH3:25])[CH:22]=1.C([Al](CC)CC)C, predict the reaction product. The product is: [Cl:39][C:34]1[CH:33]=[C:32]2[C:37](=[C:36]([Cl:38])[CH:35]=1)[N:29]([C:19]1[C:20](=[O:28])[N:21]([CH:23]([CH2:26][CH3:27])[CH2:24][CH3:25])[CH:22]=[C:17]([CH2:2][CH3:7])[N:18]=1)[CH2:30][CH2:31]2. (3) Given the reactants [N+:1]([C:4]1[CH:5]=[C:6]([NH2:11])[C:7]([NH2:10])=[CH:8][CH:9]=1)([O-])=O.[Cl:12][C:13]1[CH:20]=[CH:19][CH:18]=[C:17]([Cl:21])[C:14]=1[CH:15]=O.[NH4+].[Cl-], predict the reaction product. The product is: [Cl:12][C:13]1[CH:20]=[CH:19][CH:18]=[C:17]([Cl:21])[C:14]=1[C:15]1[NH:11][C:6]2[CH:5]=[C:4]([NH2:1])[CH:9]=[CH:8][C:7]=2[N:10]=1. (4) The product is: [Cl:1][C:2]1[CH:3]=[CH:4][C:5]([C:28]([F:31])([F:29])[F:30])=[C:6]([CH:27]=1)[CH2:7][N:8]1[CH2:13][CH2:12][NH:11][C:10]2[N:14]=[CH:15][C:16]([C:18]3[CH:19]=[CH:20][C:21]([C:22]([NH:41][CH2:40][CH2:39][O:32][C:33]4[CH:38]=[CH:37][CH:36]=[CH:35][CH:34]=4)=[O:24])=[CH:25][CH:26]=3)=[CH:17][C:9]1=2. Given the reactants [Cl:1][C:2]1[CH:3]=[CH:4][C:5]([C:28]([F:31])([F:30])[F:29])=[C:6]([CH:27]=1)[CH2:7][N:8]1[CH2:13][CH2:12][NH:11][C:10]2[N:14]=[CH:15][C:16]([C:18]3[CH:26]=[CH:25][C:21]([C:22]([OH:24])=O)=[CH:20][CH:19]=3)=[CH:17][C:9]1=2.[O:32]([CH2:39][CH2:40][NH2:41])[C:33]1[CH:38]=[CH:37][CH:36]=[CH:35][CH:34]=1, predict the reaction product.